This data is from Full USPTO retrosynthesis dataset with 1.9M reactions from patents (1976-2016). The task is: Predict the reactants needed to synthesize the given product. Given the product [S:27]1[CH:28]=[CH:29][N:30]=[C:26]1[NH:25][C:24]([N:14]1[CH2:13][CH2:12][N:11]([CH2:10][C:8]2[CH:7]=[CH:6][C:5]3[O:1][CH2:2][O:3][C:4]=3[CH:9]=2)[CH2:16][CH2:15]1)=[O:23], predict the reactants needed to synthesize it. The reactants are: [O:1]1[C:5]2[CH:6]=[CH:7][C:8]([CH2:10][N:11]3[CH2:16][CH2:15][NH:14][CH2:13][CH2:12]3)=[CH:9][C:4]=2[O:3][CH2:2]1.C1([O:23][C:24](=O)[NH:25][C:26]2[S:27][CH:28]=[CH:29][N:30]=2)C=CC=CC=1.